Dataset: Forward reaction prediction with 1.9M reactions from USPTO patents (1976-2016). Task: Predict the product of the given reaction. (1) Given the reactants Cl[C:2]1[N:3]=[C:4]([NH:18][CH3:19])[C:5]2[CH2:10][CH2:9][CH:8]([C:11]3[CH:16]=[CH:15][C:14]([F:17])=[CH:13][CH:12]=3)[C:6]=2[N:7]=1.[CH3:20][O:21][C:22]1[CH:23]=[C:24]([CH:26]=[CH:27][C:28]=1[N:29]1[CH:33]=[N:32][C:31]([CH3:34])=[N:30]1)[NH2:25].OS(O)(=O)=O.C([O-])(O)=O.[Na+], predict the reaction product. The product is: [F:17][C:14]1[CH:15]=[CH:16][C:11]([CH:8]2[C:6]3[N:7]=[C:2]([NH:25][C:24]4[CH:26]=[CH:27][C:28]([N:29]5[CH:33]=[N:32][C:31]([CH3:34])=[N:30]5)=[C:22]([O:21][CH3:20])[CH:23]=4)[N:3]=[C:4]([NH:18][CH3:19])[C:5]=3[CH2:10][CH2:9]2)=[CH:12][CH:13]=1. (2) Given the reactants [SH2:1].[CH3:2][O:3][C:4](=[O:15])[C:5]([CH3:14])([N:7]1[CH2:12][CH2:11][C:10](=O)[CH2:9][CH2:8]1)[CH3:6].[BH4-].[Na+], predict the reaction product. The product is: [CH3:2][O:3][C:4](=[O:15])[C:5]([N:7]1[CH2:12][CH2:11][CH:10]([SH:1])[CH2:9][CH2:8]1)([CH3:14])[CH3:6]. (3) Given the reactants Br[C:2]1[C:7]2=[N:8][C:9]([C:12]([NH:14][C:15]([CH3:18])([CH3:17])[CH3:16])=[O:13])=[CH:10][N:11]=[C:6]2[CH:5]=[N:4][CH:3]=1.[F:19][C:20]([F:31])([F:30])[C:21]1[CH:26]=[CH:25][C:24](B(O)O)=[CH:23][CH:22]=1.C(=O)([O-])[O-].[Cs+].[Cs+].O1CCOCC1, predict the reaction product. The product is: [C:15]([NH:14][C:12]([C:9]1[N:8]=[C:7]2[C:2]([C:24]3[CH:25]=[CH:26][C:21]([C:20]([F:31])([F:30])[F:19])=[CH:22][CH:23]=3)=[CH:3][N:4]=[CH:5][C:6]2=[N:11][CH:10]=1)=[O:13])([CH3:18])([CH3:17])[CH3:16]. (4) Given the reactants [CH:1]1([N:6]2[C:14]3[C:9](=[N:10][CH:11]=[C:12]([CH3:15])[CH:13]=3)[C:8]([C:16]#[N:17])=[C:7]2[Sn](CCCC)(CCCC)CCCC)[CH2:5][CH2:4][CH2:3][CH2:2]1.Cl[C:32]1[N:37]=[CH:36][C:35]([S:38]([NH:41][C:42]2([C:45]([F:48])([F:47])[F:46])[CH2:44][CH2:43]2)(=[O:40])=[O:39])=[CH:34][CH:33]=1, predict the reaction product. The product is: [C:16]([C:8]1[C:9]2=[N:10][CH:11]=[C:12]([CH3:15])[CH:13]=[C:14]2[N:6]([CH:1]2[CH2:5][CH2:4][CH2:3][CH2:2]2)[C:7]=1[C:32]1[N:37]=[CH:36][C:35]([S:38]([NH:41][C:42]2([C:45]([F:48])([F:47])[F:46])[CH2:44][CH2:43]2)(=[O:40])=[O:39])=[CH:34][CH:33]=1)#[N:17]. (5) Given the reactants [CH3:1][C:2]1([CH3:40])[O:6][C@H:5]([CH2:7][O:8][C:9]2[CH:14]=[CH:13][C:12]([C:15]([C:20]3[CH:25]=[CH:24][C:23]([C:26]#[C:27][C:28]([C:34]([F:37])([F:36])[F:35])([OH:33])[C:29]([F:32])([F:31])[F:30])=[C:22]([CH3:38])[CH:21]=3)([CH2:18][CH3:19])[CH2:16][CH3:17])=[CH:11][C:10]=2[CH3:39])[CH2:4][O:3]1.[H-].[H-].[H-].[H-].[Li+].[Al+3].[NH4+].[Cl-], predict the reaction product. The product is: [CH3:40][C:2]1([CH3:1])[O:6][C@H:5]([CH2:7][O:8][C:9]2[CH:14]=[CH:13][C:12]([C:15]([C:20]3[CH:25]=[CH:24][C:23](/[CH:26]=[CH:27]/[C:28]([C:29]([F:31])([F:30])[F:32])([OH:33])[C:34]([F:35])([F:36])[F:37])=[C:22]([CH3:38])[CH:21]=3)([CH2:18][CH3:19])[CH2:16][CH3:17])=[CH:11][C:10]=2[CH3:39])[CH2:4][O:3]1. (6) The product is: [NH2:27][C:23]1[CH:22]=[C:21]([C:20]#[C:19][C:16]2[N:14]3[N:15]=[C:10]([C:7]4[CH:8]=[CH:9][C:4]([C:1]([NH2:2])=[O:3])=[CH:5][CH:6]=4)[CH:11]=[CH:12][C:13]3=[N:18][CH:17]=2)[CH:26]=[CH:25][N:24]=1. Given the reactants [C:1]([C:4]1[CH:9]=[CH:8][C:7]([C:10]2[CH:11]=[CH:12][C:13]3[N:14]([C:16]([C:19]#[C:20][C:21]4[CH:26]=[CH:25][N:24]=[C:23]([NH:27]C(=O)OC(C)(C)C)[CH:22]=4)=[CH:17][N:18]=3)[N:15]=2)=[CH:6][CH:5]=1)(=[O:3])[NH2:2].C(O)(C(F)(F)F)=O.C([O-])(O)=O.[Na+], predict the reaction product. (7) Given the reactants Cl[C:2]1[C:11]2[C:6](=[CH:7][CH:8]=[CH:9][CH:10]=2)[C:5]([OH:12])=[C:4]([C:13]([NH:15][CH2:16][C:17]([OH:19])=[O:18])=[O:14])[N:3]=1.[Cl:20][C:21]1[CH:26]=[CH:25][C:24]([SH:27])=[CH:23][CH:22]=1, predict the reaction product. The product is: [Cl:20][C:21]1[CH:26]=[CH:25][C:24]([S:27][C:2]2[C:11]3[C:6](=[CH:7][CH:8]=[CH:9][CH:10]=3)[C:5]([OH:12])=[C:4]([C:13]([NH:15][CH2:16][C:17]([OH:19])=[O:18])=[O:14])[N:3]=2)=[CH:23][CH:22]=1. (8) Given the reactants [CH3:1][O:2][C:3]1[CH:17]=[C:16]([O:18][CH3:19])[CH:15]=[CH:14][C:4]=1[CH2:5][NH:6][C:7]1[N:12]=[CH:11][C:10]([F:13])=[CH:9][N:8]=1.C[Si](C)(C)[N-][Si](C)(C)C.[Li+].[Cl:30][C:31]1[C:32]([F:42])=[CH:33][C:34]([F:41])=[C:35]([S:37](Cl)(=[O:39])=[O:38])[CH:36]=1, predict the reaction product. The product is: [Cl:30][C:31]1[C:32]([F:42])=[CH:33][C:34]([F:41])=[C:35]([S:37]([N:6]([CH2:5][C:4]2[CH:14]=[CH:15][C:16]([O:18][CH3:19])=[CH:17][C:3]=2[O:2][CH3:1])[C:7]2[N:12]=[CH:11][C:10]([F:13])=[CH:9][N:8]=2)(=[O:39])=[O:38])[CH:36]=1. (9) Given the reactants [Cl:1][C:2]1[CH:3]=[C:4]([C:8]2[CH:9]=[C:10]3[C:14](=[CH:15][CH:16]=2)[NH:13][C:12](=O)[C:11]3([CH2:20][CH3:21])[CH2:18][CH3:19])[CH:5]=[CH:6][CH:7]=1.COC1C=CC(P2(SP(C3C=CC(OC)=CC=3)(=S)S2)=[S:31])=CC=1, predict the reaction product. The product is: [Cl:1][C:2]1[CH:3]=[C:4]([C:8]2[CH:9]=[C:10]3[C:14](=[CH:15][CH:16]=2)[NH:13][C:12](=[S:31])[C:11]3([CH2:20][CH3:21])[CH2:18][CH3:19])[CH:5]=[CH:6][CH:7]=1. (10) Given the reactants [CH2:1]([O:3][C:4]1[CH:9]=[CH:8][C:7]([CH2:10][C:11]([OH:13])=[O:12])=[CH:6][CH:5]=1)[CH3:2].C[Si]([N-][Si](C)(C)C)(C)C.[Na+].C1COCC1.[Cl:29][CH2:30][CH2:31][CH2:32][CH2:33]I, predict the reaction product. The product is: [Cl:29][CH2:30][CH2:31][CH2:32][CH2:33][CH:10]([C:7]1[CH:8]=[CH:9][C:4]([O:3][CH2:1][CH3:2])=[CH:5][CH:6]=1)[C:11]([OH:13])=[O:12].